Dataset: Full USPTO retrosynthesis dataset with 1.9M reactions from patents (1976-2016). Task: Predict the reactants needed to synthesize the given product. Given the product [NH2:20][C:21]1[CH:26]=[C:25]([C:2]2[NH:19][C:5]3[N:6]=[CH:7][N:8]=[C:9]([NH:10][C:11]4[CH:12]=[CH:13][C:14]([CH3:18])=[C:15]([OH:17])[CH:16]=4)[C:4]=3[CH:3]=2)[CH:24]=[CH:23][CH:22]=1, predict the reactants needed to synthesize it. The reactants are: Br[C:2]1[NH:19][C:5]2[N:6]=[CH:7][N:8]=[C:9]([NH:10][C:11]3[CH:12]=[CH:13][C:14]([CH3:18])=[C:15]([OH:17])[CH:16]=3)[C:4]=2[CH:3]=1.[NH2:20][C:21]1[CH:22]=[C:23](B(O)O)[CH:24]=[CH:25][CH:26]=1.C(Cl)Cl.[O-]P([O-])([O-])=O.[K+].[K+].[K+].